Dataset: Full USPTO retrosynthesis dataset with 1.9M reactions from patents (1976-2016). Task: Predict the reactants needed to synthesize the given product. (1) The reactants are: [H-].[Na+].CN(C=O)C.[O:8]=[C:9]1[C:18]([CH:19]=[O:20])=[CH:17][C:16]2[C:11](=[CH:12][CH:13]=[CH:14][CH:15]=2)[NH:10]1.[Cl:21][C:22]1[CH:29]=[CH:28][C:25]([CH2:26]Br)=[CH:24][CH:23]=1. Given the product [Cl:21][C:22]1[CH:29]=[CH:28][C:25]([CH2:26][N:10]2[C:11]3[C:16](=[CH:15][CH:14]=[CH:13][CH:12]=3)[CH:17]=[C:18]([CH:19]=[O:20])[C:9]2=[O:8])=[CH:24][CH:23]=1, predict the reactants needed to synthesize it. (2) Given the product [CH2:1]([O:3][CH:4]([O:15][CH2:16][CH3:17])[C:5]1[O:13][C:12]2[C:11]([C:25]3[CH:24]=[CH:23][CH:22]=[C:21]([N+:18]([O-:20])=[O:19])[CH:26]=3)=[CH:10][N:9]=[CH:8][C:7]=2[CH:6]=1)[CH3:2], predict the reactants needed to synthesize it. The reactants are: [CH2:1]([O:3][CH:4]([O:15][CH2:16][CH3:17])[C:5]1[O:13][C:12]2[C:11](I)=[CH:10][N:9]=[CH:8][C:7]=2[CH:6]=1)[CH3:2].[N+:18]([C:21]1[CH:22]=[C:23](B(O)O)[CH:24]=[CH:25][CH:26]=1)([O-:20])=[O:19].C(=O)([O-])[O-].[Na+].[Na+]. (3) Given the product [CH2:22]([Sn:17]([CH2:13][CH2:14][CH2:15][CH3:16])([CH2:18][CH2:19][CH2:20][CH3:21])[C:2]1[CH:7]=[CH:6][CH:5]=[CH:4][N:3]=1)[CH2:23][CH2:24][CH3:25], predict the reactants needed to synthesize it. The reactants are: Br[C:2]1[CH:7]=[CH:6][CH:5]=[CH:4][N:3]=1.C([Li])CCC.[CH2:13]([Sn:17](Cl)([CH2:22][CH2:23][CH2:24][CH3:25])[CH2:18][CH2:19][CH2:20][CH3:21])[CH2:14][CH2:15][CH3:16]. (4) Given the product [F:27][C:28]1[C:32]([C:33]2[CH:34]=[N:35][C:36]([CH3:39])=[CH:37][CH:38]=2)=[N:31][NH:30][C:29]=1[NH:40][C:5](=[O:7])[CH2:4][CH2:3][CH2:8][N:9]1[CH2:14][CH2:13][CH2:12][CH2:11]1, predict the reactants needed to synthesize it. The reactants are: Cl.C[CH:3]([CH2:8][N:9]1[CH2:14][CH2:13][CH2:12][CH2:11]C1)[CH2:4][C:5]([OH:7])=O.C1N=CN(C(N2C=NC=C2)=O)C=1.[F:27][C:28]1[C:32]([C:33]2[CH:34]=[N:35][C:36]([CH3:39])=[CH:37][CH:38]=2)=[N:31][NH:30][C:29]=1[NH2:40].Cl.CO. (5) Given the product [CH:1]([NH:14][C:15]([C:17]1[C:18]([OH:32])=[N:19][C:20]([CH2:23][OH:24])=[N:21][CH:22]=1)=[O:16])([C:8]1[CH:9]=[CH:10][CH:11]=[CH:12][CH:13]=1)[C:2]1[CH:7]=[CH:6][CH:5]=[CH:4][CH:3]=1, predict the reactants needed to synthesize it. The reactants are: [CH:1]([NH:14][C:15]([C:17]1[C:18]([OH:32])=[N:19][C:20]([CH2:23][O:24]CC2C=CC=CC=2)=[N:21][CH:22]=1)=[O:16])([C:8]1[CH:13]=[CH:12][CH:11]=[CH:10][CH:9]=1)[C:2]1[CH:7]=[CH:6][CH:5]=[CH:4][CH:3]=1.C([O-])=O.[NH4+].